Dataset: Reaction yield outcomes from USPTO patents with 853,638 reactions. Task: Predict the reaction yield, written as a fraction of the theoretical maximum amount of product (1.0 means a 100% yield; for example, 0.34 means a 34% yield). (1) The reactants are [H-].[Na+].C[CH:4]([CH2:8][CH3:9])[CH2:5][CH:6]=[O:7]. The catalyst is CCCCCC.C(COC)OC. The product is [CH3:4][CH:9]([CH2:5][CH3:6])[CH2:8][CH:4]=[CH:5][C:6]([O:7][CH2:9][CH3:8])=[O:7]. The yield is 0.610. (2) The reactants are [N:1]1[C:5]2[CH:6]=[CH:7][CH:8]=[CH:9][C:4]=2[NH:3][C:2]=1[CH2:10][CH2:11][C:12]1[CH:13]=[C:14]([OH:18])[CH:15]=[CH:16][CH:17]=1.C([O-])([O-])=O.[K+].[K+].[CH2:25](I)[CH3:26].C(C1C2NC(CC)=NC=2C=CC=1)C. The catalyst is CN(C=O)C. The product is [N:1]1[C:5]2[CH:6]=[CH:7][CH:8]=[CH:9][C:4]=2[NH:3][C:2]=1[CH2:10][CH2:11][C:12]1[CH:17]=[CH:16][CH:15]=[C:14]([O:18][CH2:25][CH3:26])[CH:13]=1. The yield is 0.380. (3) The catalyst is CN(C=O)C. The reactants are [CH3:1][O:2][C:3]([C:5]1[C:13]([NH:14][C:15]2[CH:20]=[CH:19][CH:18]=[CH:17][CH:16]=2)=[C:12]([Cl:21])[C:8]2[N:9]=[CH:10][NH:11][C:7]=2[CH:6]=1)=[O:4].C1C(=O)N([Br:29])C(=O)C1. The yield is 0.540. The product is [CH3:1][O:2][C:3]([C:5]1[C:13]([NH:14][C:15]2[CH:16]=[CH:17][C:18]([Br:29])=[CH:19][CH:20]=2)=[C:12]([Cl:21])[C:8]2[N:9]=[CH:10][NH:11][C:7]=2[CH:6]=1)=[O:4]. (4) The reactants are I[C:2]1[CH:7]=[CH:6][C:5]([N:8]2[CH2:13][CH2:12][CH:11]=[C:10]([N:14]3[CH2:19][CH2:18][O:17][CH2:16][CH2:15]3)[C:9]2=[O:20])=[CH:4][CH:3]=1.[NH:21]1[CH2:26][CH2:25][CH2:24][CH2:23][C:22]1=[O:27].C([O-])([O-])=O.[Cs+].[Cs+]. The catalyst is C1(C)C=CC=CC=1.[Cu+]. The product is [N:14]1([C:10]2[C:9](=[O:20])[N:8]([C:5]3[CH:6]=[CH:7][C:2]([N:21]4[CH2:26][CH2:25][CH2:24][CH2:23][C:22]4=[O:27])=[CH:3][CH:4]=3)[CH2:13][CH2:12][CH:11]=2)[CH2:19][CH2:18][O:17][CH2:16][CH2:15]1. The yield is 0.770. (5) The reactants are [F:1][C:2]1[CH:30]=[C:29]2[C:5]([CH2:6][CH2:7][CH:8]3[C:12](O)([C:13]4[O:17][N:16]=[C:15]([C:18]5[CH:23]=[CH:22][CH:21]=[CH:20][CH:19]=5)[C:14]=4[C:24]([F:27])([F:26])[F:25])[O:11][N:10]=[C:9]32)=[CH:4][C:3]=1[C:31]([O:33][CH3:34])=[O:32].N1C=CC=CC=1.S(Cl)(Cl)=O. The catalyst is C1(C)C=CC=CC=1. The product is [F:1][C:2]1[CH:30]=[C:29]2[C:5]([CH2:6][CH2:7][C:8]3[C:9]2=[N:10][O:11][C:12]=3[C:13]2[O:17][N:16]=[C:15]([C:18]3[CH:19]=[CH:20][CH:21]=[CH:22][CH:23]=3)[C:14]=2[C:24]([F:27])([F:26])[F:25])=[CH:4][C:3]=1[C:31]([O:33][CH3:34])=[O:32]. The yield is 0.940. (6) The reactants are [CH3:1][CH2:2][O:3][C:4]([CH:6]1[CH2:12][CH2:11][C:9](=[O:10])[CH2:8][CH2:7]1)=[O:5].[CH2:13](O)[CH2:14][OH:15].CCOCC. The catalyst is C1C=CC=CC=1.O.C1(C)C=CC(S(O)(=O)=O)=CC=1. The product is [O:15]1[C:9]2([CH2:11][CH2:12][CH:6]([C:4]([O:3][CH2:2][CH3:1])=[O:5])[CH2:7][CH2:8]2)[O:10][CH2:13][CH2:14]1. The yield is 1.00. (7) The reactants are [F:1][C:2]1[C:3]2[CH:4]=[C:5]3[C:14]4[N:15]=[C:16]([Sn](C)(C)C)[CH:17]=[CH:18][C:13]=4[O:12][CH2:11][N:6]3[C:7]=2[CH:8]=[CH:9][CH:10]=1.Br[C:24]1[C:25]([N:44]2[CH2:48][CH2:47][CH2:46][C:45]2=[O:49])=[CH:26][C:27]2[O:31][C:30]([C:32]3[CH:37]=[CH:36][C:35]([F:38])=[CH:34][CH:33]=3)=[C:29]([C:39]([NH:41][CH3:42])=[O:40])[C:28]=2[CH:43]=1. The catalyst is CN(C=O)C.C1C=CC([P]([Pd]([P](C2C=CC=CC=2)(C2C=CC=CC=2)C2C=CC=CC=2)([P](C2C=CC=CC=2)(C2C=CC=CC=2)C2C=CC=CC=2)[P](C2C=CC=CC=2)(C2C=CC=CC=2)C2C=CC=CC=2)(C2C=CC=CC=2)C2C=CC=CC=2)=CC=1. The product is [F:1][C:2]1[C:3]2[CH:4]=[C:5]3[C:14]4[N:15]=[C:16]([C:24]5[C:25]([N:44]6[CH2:48][CH2:47][CH2:46][C:45]6=[O:49])=[CH:26][C:27]6[O:31][C:30]([C:32]7[CH:37]=[CH:36][C:35]([F:38])=[CH:34][CH:33]=7)=[C:29]([C:39]([NH:41][CH3:42])=[O:40])[C:28]=6[CH:43]=5)[CH:17]=[CH:18][C:13]=4[O:12][CH2:11][N:6]3[C:7]=2[CH:8]=[CH:9][CH:10]=1. The yield is 0.292. (8) The reactants are [CH:1]1([CH2:4][O:5][NH2:6])[CH2:3][CH2:2]1.C([O:9][C:10]([C:12]1[C:17]([NH:18][C:19]2[CH:24]=[CH:23][C:22]([CH3:25])=[CH:21][C:20]=2[F:26])=[C:16]([CH3:27])[C:15](=[O:28])[N:14]([CH3:29])[C:13]=1[CH3:30])=O)C.C[Si]([N-][Si](C)(C)C)(C)C.[Li+]. The catalyst is C1COCC1. The product is [CH:1]1([CH2:4][O:5][NH:6][C:10]([C:12]2[C:17]([NH:18][C:19]3[CH:24]=[CH:23][C:22]([CH3:25])=[CH:21][C:20]=3[F:26])=[C:16]([CH3:27])[C:15](=[O:28])[N:14]([CH3:29])[C:13]=2[CH3:30])=[O:9])[CH2:3][CH2:2]1. The yield is 0.400. (9) The catalyst is CN(C=O)C. The yield is 0.670. The product is [CH3:10][O:9][C:3](=[O:8])[C:4](=[O:6])[CH:20]([CH3:21])[C:19](=[O:22])[C:14]1[CH:15]=[CH:16][CH:17]=[CH:18][C:13]=1[C:12]([F:11])([F:23])[F:24]. The reactants are [H-].[Na+].[C:3]([O:9][CH3:10])(=[O:8])[C:4]([O:6]C)=O.[F:11][C:12]([F:24])([F:23])[C:13]1[CH:18]=[CH:17][CH:16]=[CH:15][C:14]=1[C:19](=[O:22])[CH2:20][CH3:21]. (10) The reactants are [CH3:1][O:2][C:3](=[O:24])[CH2:4][CH2:5][C:6]1[C:7](=[O:23])[N:8](CC2C=CC(OC)=CC=2OC)[CH2:9][CH2:10][CH:11]=1.C([SiH](CC)CC)C. The catalyst is FC(F)(F)C(O)=O. The product is [CH3:1][O:2][C:3](=[O:24])[CH2:4][CH2:5][C:6]1[C:7](=[O:23])[NH:8][CH2:9][CH2:10][CH:11]=1. The yield is 0.550.